From a dataset of Catalyst prediction with 721,799 reactions and 888 catalyst types from USPTO. Predict which catalyst facilitates the given reaction. (1) Reactant: CS(O[CH2:6][CH2:7][O:8][C:9]1[C:14]([CH3:15])=[CH:13][C:12]([C:16]2[CH:21]=[CH:20][C:19]([C:22]([O:24]CC)=[O:23])=[CH:18][CH:17]=2)=[CH:11][C:10]=1[CH3:27])(=O)=O.[NH2:28][CH2:29][C@@H:30]([OH:43])[CH2:31][O:32][C:33]1[C:41]2[NH:40][C:39](=[O:42])[NH:38][C:37]=2[CH:36]=[CH:35][CH:34]=1.[OH-].[Na+].Cl. Product: [OH:43][C@@H:30]([CH2:31][O:32][C:33]1[C:41]2[NH:40][C:39](=[O:42])[NH:38][C:37]=2[CH:36]=[CH:35][CH:34]=1)[CH2:29][NH:28][CH2:6][CH2:7][O:8][C:9]1[C:14]([CH3:15])=[CH:13][C:12]([C:16]2[CH:21]=[CH:20][C:19]([C:22]([OH:24])=[O:23])=[CH:18][CH:17]=2)=[CH:11][C:10]=1[CH3:27]. The catalyst class is: 8. (2) Reactant: C([O:3][C:4]([CH:6]1[CH2:11][CH2:10][CH2:9][N:8]([CH2:12][CH2:13][CH2:14][N:15]2[N:19]=[N:18][C:17]([C:20]3[CH:25]=[CH:24][CH:23]=[C:22]([I:26])[CH:21]=3)=[N:16]2)[CH2:7]1)=[O:5])C.[OH-].[Na+].C(OCC)(=O)C.Cl. Product: [I:26][C:22]1[CH:21]=[C:20]([C:17]2[N:18]=[N:19][N:15]([CH2:14][CH2:13][CH2:12][N:8]3[CH2:9][CH2:10][CH2:11][CH:6]([C:4]([OH:5])=[O:3])[CH2:7]3)[N:16]=2)[CH:25]=[CH:24][CH:23]=1. The catalyst class is: 20.